From a dataset of Experimentally validated miRNA-target interactions with 360,000+ pairs, plus equal number of negative samples. Binary Classification. Given a miRNA mature sequence and a target amino acid sequence, predict their likelihood of interaction. (1) The miRNA is hsa-miR-6866-5p with sequence UUAGAGGCUGGAAUAGAGAUUCU. The protein sequence of the target gene is MLCPWQFAFKPHAVKNQSSEEKDINNNVEKDVKVHSFVKDDAKLHSLSKKQMKMSPIITSAEKHPQNGIKASNQISRCPRHVKVRNMENGSSLLDTLHLTAKEVINCRTRACQGALMTPKGLVRSTRDGPVPPAELLPQAVDFVKQYYSSFKELKIEEHLARLETVTKEIETTGTYHLTKDELIFAAKQAWRNAPRCIGRIQWSNLQVFDARDCKTAKEMFEYICRHIQYATNNGNIRSAITIFPQRTDGKHDFRVWNSQLIRYAGYQMPDGSVIGDPASVEFTKLCIELGWKPKYGRFD.... Result: 0 (no interaction). (2) The miRNA is mmu-miR-410-5p with sequence AGGUUGUCUGUGAUGAGUUCG. The protein sequence of the target gene is MAADVSVTHRPPLSPEAEAEAETPETVDRRAPEQELPPLDPEEIRKRLEHTERQFRNRRKILIRGLPGDVTNQEVHDLLSDYELKYCFVDKYKGTAFVTLLNGEQAEAAINTFHQSRLRERELSVQLQPTDALLCVANLPPSLTQAQFEELVRPFGSLERCFLVYSERTGHSKGYGFAEYMKKDSAARAKSDLLGKPLGPRTLYVHWTDAGQLTPALLHSRCLCVDHLPPGFSDVDALRRALSVVYTPTFCQLACGQDGQLKGFAVLEYETAEMAEAAQERADGQALGDSHLRVSFCAPG.... Result: 0 (no interaction).